Task: Regression/Classification. Given a drug SMILES string, predict its absorption, distribution, metabolism, or excretion properties. Task type varies by dataset: regression for continuous measurements (e.g., permeability, clearance, half-life) or binary classification for categorical outcomes (e.g., BBB penetration, CYP inhibition). Dataset: cyp3a4_veith.. Dataset: CYP3A4 inhibition data for predicting drug metabolism from PubChem BioAssay (1) The compound is Nc1ncnc2c([C@@H]3O[C@@H](CO)[C@H](O)[C@@H]3O)nsc12. The result is 0 (non-inhibitor). (2) The drug is COC(=O)[C@@H]1[C@@H](O)CC[C@H]2CN3CCc4c([nH]c5ccccc45)[C@@H]3C[C@@H]12. The result is 0 (non-inhibitor). (3) The compound is COc1ccc2c(c1)C(c1ccc([N+](=O)[O-])cc1)=NNC(c1ccco1)=N2. The result is 1 (inhibitor). (4) The molecule is CN(C)CCNCCN. The result is 0 (non-inhibitor). (5) The molecule is O=C1CC(SC(=Nc2ccccc2)Nc2ccccc2)C(=O)N1c1cccc(Cl)c1. The result is 1 (inhibitor). (6) The result is 0 (non-inhibitor). The drug is COc1ccccc1-n1c(O)c(C=NCCN2CCNCC2)c(=O)[nH]c1=O. (7) The molecule is Clc1ccccc1CNCC1CCC(CNCc2ccccc2Cl)CC1. The result is 1 (inhibitor). (8) The drug is CCN(CCCNC(=O)CC(C(=O)N1CCc2ccccc21)n1ccnc1)c1ccccc1. The result is 1 (inhibitor).